Dataset: Catalyst prediction with 721,799 reactions and 888 catalyst types from USPTO. Task: Predict which catalyst facilitates the given reaction. (1) Reactant: C(OC([N:8]1[CH2:13][CH:12]=[C:11]([C:14]2[CH:19]=[C:18]([C:20]#[N:21])[CH:17]=[CH:16][C:15]=2[CH:22]2[C:31]3[C:30](=[O:32])[CH2:29][CH2:28][CH2:27][C:26]=3[N:25]([C:33]3[CH:38]=[CH:37][CH:36]=[C:35]([C:39]([F:42])([F:41])[F:40])[CH:34]=3)[C:24](=[O:43])[N:23]2[CH3:44])[CH2:10][CH2:9]1)=O)(C)(C)C. Product: [CH3:44][N:23]1[CH:22]([C:15]2[CH:16]=[CH:17][C:18]([C:20]#[N:21])=[CH:19][C:14]=2[C:11]2[CH2:12][CH2:13][NH:8][CH2:9][CH:10]=2)[C:31]2[C:30](=[O:32])[CH2:29][CH2:28][CH2:27][C:26]=2[N:25]([C:33]2[CH:38]=[CH:37][CH:36]=[C:35]([C:39]([F:42])([F:40])[F:41])[CH:34]=2)[C:24]1=[O:43]. The catalyst class is: 55. (2) Reactant: [C:1]([O:5][C:6]([N:8]1[CH2:18][CH2:17][C:11]2[N:12]=[C:13]([NH2:16])[N:14]=[CH:15][C:10]=2[CH2:9]1)=[O:7])([CH3:4])([CH3:3])[CH3:2].[Cl:19][C:20]1[CH:21]=[C:22]([CH:26]=[CH:27][CH:28]=1)[C:23](Cl)=[O:24].[OH-].[Na+].C(Cl)Cl. Product: [C:1]([O:5][C:6]([N:8]1[CH2:18][CH2:17][C:11]2[N:12]=[C:13]([NH:16][C:23](=[O:24])[C:22]3[CH:26]=[CH:27][CH:28]=[C:20]([Cl:19])[CH:21]=3)[N:14]=[CH:15][C:10]=2[CH2:9]1)=[O:7])([CH3:4])([CH3:2])[CH3:3]. The catalyst class is: 17. (3) Reactant: [BH4-].[Na+].C[O:4][C:5]([CH:7]1[CH2:11][CH2:10][CH2:9][N:8]1[S:12](=[O:35])(=[O:34])[NH:13][C:14]1[C:15]([NH:25][C:26]2[CH:31]=[CH:30][C:29]([Br:32])=[CH:28][C:27]=2[F:33])=[C:16]([F:24])[C:17](=[O:23])[N:18]2[C:22]=1[CH2:21][CH2:20][CH2:19]2)=O.CO. Product: [Br:32][C:29]1[CH:30]=[CH:31][C:26]([NH:25][C:15]2[C:14]([NH:13][S:12]([N:8]3[CH2:9][CH2:10][CH2:11][CH:7]3[CH2:5][OH:4])(=[O:34])=[O:35])=[C:22]3[N:18]([CH2:19][CH2:20][CH2:21]3)[C:17](=[O:23])[C:16]=2[F:24])=[C:27]([F:33])[CH:28]=1. The catalyst class is: 1. (4) Reactant: [F:1][C:2]1[CH:7]=[CH:6][C:5]([N:8]2[C:12]([NH:13][C:14](=[O:22])OC3C=CC=CC=3)=[CH:11][C:10]([C:23]([F:26])([F:25])[F:24])=[N:9]2)=[CH:4][CH:3]=1.[CH3:27][O:28][C:29]1[CH:30]=[C:31]2[C:36](=[CH:37][C:38]=1[O:39][CH3:40])[N:35]=[CH:34][N:33]=[C:32]2[O:41][C:42]1[CH:43]=[C:44]([CH:46]=[CH:47][CH:48]=1)[NH2:45]. Product: [CH3:27][O:28][C:29]1[CH:30]=[C:31]2[C:36](=[CH:37][C:38]=1[O:39][CH3:40])[N:35]=[CH:34][N:33]=[C:32]2[O:41][C:42]1[CH:43]=[C:44]([NH:45][C:14]([NH:13][C:12]2[N:8]([C:5]3[CH:4]=[CH:3][C:2]([F:1])=[CH:7][CH:6]=3)[N:9]=[C:10]([C:23]([F:24])([F:25])[F:26])[CH:11]=2)=[O:22])[CH:46]=[CH:47][CH:48]=1. The catalyst class is: 630. (5) Reactant: [F:1][C:2]1[CH:7]=[CH:6][CH:5]=[CH:4][C:3]=1[C:8]1[C:9]([CH:18](O)[CH3:19])=[CH:10][CH:11]=[C:12]2[C:17]=1[N:16]=[CH:15][CH:14]=[CH:13]2.C(N(CC)CC)C.CS(Cl)(=O)=O.[N-:33]=[N+:34]=[N-:35].[Na+]. Product: [N:33]([CH:18]([C:9]1[C:8]([C:3]2[CH:4]=[CH:5][CH:6]=[CH:7][C:2]=2[F:1])=[C:17]2[C:12]([CH:13]=[CH:14][CH:15]=[N:16]2)=[CH:11][CH:10]=1)[CH3:19])=[N+:34]=[N-:35]. The catalyst class is: 124.